From a dataset of Forward reaction prediction with 1.9M reactions from USPTO patents (1976-2016). Predict the product of the given reaction. (1) Given the reactants C[O:2][C:3]([C:5]1[S:12][C:11]2[C:10]([C:13]3[CH2:18][CH2:17][CH2:16][CH2:15][CH:14]=3)=[C:9]([C:19]3[CH:20]=[C:21]4[C:26](=[CH:27][CH:28]=3)[N:25]=[C:24]([C:29]3[CH:34]=[CH:33][CH:32]=[CH:31][C:30]=3[F:35])[CH:23]=[CH:22]4)[NH:8][C:7]=2[CH:6]=1)=[O:4].[H-].[Na+].Cl[CH2:39][C:40]([N:42]1[CH2:47][CH2:46][O:45][CH2:44][CH2:43]1)=[O:41].[Li+].[OH-].Cl, predict the reaction product. The product is: [C:13]1([C:10]2[C:11]3[S:12][C:5]([C:3]([OH:4])=[O:2])=[CH:6][C:7]=3[N:8]([CH2:39][C:40]([N:42]3[CH2:47][CH2:46][O:45][CH2:44][CH2:43]3)=[O:41])[C:9]=2[C:19]2[CH:20]=[C:21]3[C:26](=[CH:27][CH:28]=2)[N:25]=[C:24]([C:29]2[CH:34]=[CH:33][CH:32]=[CH:31][C:30]=2[F:35])[CH:23]=[CH:22]3)[CH2:18][CH2:17][CH2:16][CH2:15][CH:14]=1. (2) Given the reactants [CH2:1]([O:8][C:9]1[C:14]([CH3:15])=[C:13]([CH3:16])[C:12]([O:17][CH2:18][C:19]2[CH:24]=[CH:23][CH:22]=[CH:21][CH:20]=2)=[C:11]([CH3:25])[CH:10]=1)[C:2]1[CH:7]=[CH:6][CH:5]=[CH:4][CH:3]=1.[Br:26]Br.CCOC(C)=O.CCCCCCC, predict the reaction product. The product is: [Br:26][C:10]1[C:11]([CH3:25])=[C:12]([O:17][CH2:18][C:19]2[CH:24]=[CH:23][CH:22]=[CH:21][CH:20]=2)[C:13]([CH3:16])=[C:14]([CH3:15])[C:9]=1[O:8][CH2:1][C:2]1[CH:3]=[CH:4][CH:5]=[CH:6][CH:7]=1.